From a dataset of Full USPTO retrosynthesis dataset with 1.9M reactions from patents (1976-2016). Predict the reactants needed to synthesize the given product. (1) Given the product [N:18]1([CH2:9][C:8]([C:7]2[CH:12]=[CH:13][C:4]([O:3][C:2]([F:15])([F:14])[F:1])=[CH:5][CH:6]=2)=[O:11])[CH2:19][CH2:20][CH2:17][CH2:16]1, predict the reactants needed to synthesize it. The reactants are: [F:1][C:2]([F:15])([F:14])[O:3][C:4]1[CH:13]=[CH:12][C:7]([C:8](=[O:11])[CH2:9]Br)=[CH:6][CH:5]=1.[CH2:16]([N:18](CC)[CH2:19][CH3:20])[CH3:17].N1CCCC1.O. (2) Given the product [CH2:29]([O:28][C:26]([C:25]1[C:24]([CH3:31])=[N:1][C:2]2[C:3]([C:21]=1[NH2:22])=[C:4]([O:5][CH:6]1[CH2:11][CH2:10][CH:9]([C:12](=[O:13])[NH:14][CH:15]([CH3:17])[CH3:16])[CH2:8][CH2:7]1)[CH:18]=[CH:19][CH:20]=2)=[O:27])[CH3:30], predict the reactants needed to synthesize it. The reactants are: [NH2:1][C:2]1[C:3]([C:21]#[N:22])=[C:4]([CH:18]=[CH:19][CH:20]=1)[O:5][CH:6]1[CH2:11][CH2:10][CH:9]([C:12]([NH:14][CH:15]([CH3:17])[CH3:16])=[O:13])[CH2:8][CH2:7]1.O=[C:24]([CH3:31])[CH2:25][C:26]([O:28][CH2:29][CH3:30])=[O:27]. (3) Given the product [CH3:1][O:2][C:3](=[O:17])[C:4]1[CH:9]=[C:8]([CH:10]=[CH2:11])[C:7]([OH:12])=[C:6]([F:16])[CH:5]=1, predict the reactants needed to synthesize it. The reactants are: [CH3:1][O:2][C:3](=[O:17])[C:4]1[CH:9]=[C:8]([CH:10]=[CH2:11])[C:7]([O:12]COC)=[C:6]([F:16])[CH:5]=1. (4) Given the product [C:22]([C:26]1[CH:31]=[CH:30][C:29]([S:32]([NH:12][CH2:11][C:10]([C:3]2[C:4]3[C:9](=[CH:8][CH:7]=[CH:6][CH:5]=3)[NH:1][CH:2]=2)([CH3:14])[CH3:13])(=[O:34])=[O:33])=[CH:28][CH:27]=1)([CH3:25])([CH3:23])[CH3:24], predict the reactants needed to synthesize it. The reactants are: [NH:1]1[C:9]2[C:4](=[CH:5][CH:6]=[CH:7][CH:8]=2)[C:3]([C:10]([CH3:14])([CH3:13])[CH2:11][NH2:12])=[CH:2]1.C(N(CC)CC)C.[C:22]([C:26]1[CH:31]=[CH:30][C:29]([S:32](Cl)(=[O:34])=[O:33])=[CH:28][CH:27]=1)([CH3:25])([CH3:24])[CH3:23]. (5) Given the product [CH3:41][C:20]1([C:18]([O:17][CH2:15][CH3:16])=[O:19])[CH2:25][CH2:24][N:23]([C:26]2[CH2:40][C:29]3([CH2:32][N:31]([CH2:11][C:9]4[CH:8]=[C:7]([CH3:13])[C:5]5[CH2:6][C:2]([CH3:14])([CH3:1])[O:3][C:4]=5[CH:10]=4)[CH2:30]3)[O:28][N:27]=2)[CH2:22][CH2:21]1, predict the reactants needed to synthesize it. The reactants are: [CH3:1][C:2]1([CH3:14])[CH2:6][C:5]2[C:7]([CH3:13])=[CH:8][C:9]([CH:11]=O)=[CH:10][C:4]=2[O:3]1.[CH2:15]([O:17][C:18]([C:20]1([CH3:41])[CH2:25][CH2:24][N:23]([C:26]2[CH2:40][C:29]3([CH2:32][N:31](C(OC(C)(C)C)=O)[CH2:30]3)[O:28][N:27]=2)[CH2:22][CH2:21]1)=[O:19])[CH3:16]. (6) Given the product [CH2:35]([N:30]1[C:31]2[C@@:26]([CH3:38])([C@H:25]3[CH2:24][CH2:23][C@@:22]4([CH3:39])[C@@H:21]([CH2:20][CH:19]=[C:18]4[C:4]4[CH:5]=[N:6][CH:7]=[CH:8][C:3]=4[O:2][CH3:1])[C@@H:34]3[CH2:33][CH:32]=2)[CH2:27][CH2:28][C:29]1=[O:37])[CH3:36], predict the reactants needed to synthesize it. The reactants are: [CH3:1][O:2][C:3]1[CH:8]=[CH:7][N:6]=[CH:5][C:4]=1B(O)O.FC(F)(F)S(O[C:18]1[C@@:22]2([CH3:39])[CH2:23][CH2:24][C@H:25]3[C@H:34]([C@@H:21]2[CH2:20][CH:19]=1)[CH2:33][CH:32]=[C:31]1[C@:26]3([CH3:38])[CH2:27][CH2:28][C:29](=[O:37])[N:30]1[CH2:35][CH3:36])(=O)=O. (7) Given the product [CH2:18]([N:7]1[C:8]2[CH:9]=[CH:10][C:2]([F:1])=[CH:3][C:4]=2[C:5]2[C:14](=[O:15])[NH:13][CH2:12][CH2:11][C:6]1=2)[CH3:19], predict the reactants needed to synthesize it. The reactants are: [F:1][C:2]1[CH:10]=[CH:9][C:8]2[NH:7][C:6]3[CH2:11][CH2:12][NH:13][C:14](=[O:15])[C:5]=3[C:4]=2[CH:3]=1.[H-].[Na+].[CH2:18](I)[CH3:19].